Dataset: Forward reaction prediction with 1.9M reactions from USPTO patents (1976-2016). Task: Predict the product of the given reaction. Given the reactants Br[C:2]1[CH:23]=[CH:22][C:5]2[C:6]3[N:7]=[C:8]([C:14]4[N:15]([CH:19]([CH3:21])[CH3:20])[N:16]=[CH:17][N:18]=4)[S:9][C:10]=3[CH2:11][CH2:12][O:13][C:4]=2[CH:3]=1.CC1(C)C(C)(C)OB([C:32]2[CH:33]=[N:34][N:35]([CH:37]3[CH2:40][N:39]([C:41]([O:43][C:44]([CH3:47])([CH3:46])[CH3:45])=[O:42])[CH2:38]3)[CH:36]=2)O1, predict the reaction product. The product is: [C:44]([O:43][C:41]([N:39]1[CH2:40][CH:37]([N:35]2[CH:36]=[C:32]([C:2]3[CH:23]=[CH:22][C:5]4[C:6]5[N:7]=[C:8]([C:14]6[N:15]([CH:19]([CH3:21])[CH3:20])[N:16]=[CH:17][N:18]=6)[S:9][C:10]=5[CH2:11][CH2:12][O:13][C:4]=4[CH:3]=3)[CH:33]=[N:34]2)[CH2:38]1)=[O:42])([CH3:47])([CH3:45])[CH3:46].